This data is from Human liver microsome stability data. The task is: Regression/Classification. Given a drug SMILES string, predict its absorption, distribution, metabolism, or excretion properties. Task type varies by dataset: regression for continuous measurements (e.g., permeability, clearance, half-life) or binary classification for categorical outcomes (e.g., BBB penetration, CYP inhibition). Dataset: hlm. (1) The drug is N#CC1(n2cc([C@@H](NC(=O)c3ccsc3)c3ccccc3)nn2)CC1. The result is 0 (unstable in human liver microsomes). (2) The compound is Cc1ccc(Nc2nc(-c3cc(C(=O)Nc4ccccn4)no3)cs2)cc1. The result is 1 (stable in human liver microsomes). (3) The compound is C[C@@H]1CN(c2ccc(F)cc2C(F)(F)F)CCN1S(=O)(=O)c1ccc(N2CCC(C(=O)O)CC2)cc1Cl. The result is 0 (unstable in human liver microsomes). (4) The compound is Cc1c(Nc2ccc(I)cc2F)c2c(=O)n(C[C@H](O)CO)cnc2n(C)c1=O. The result is 0 (unstable in human liver microsomes). (5) The compound is COc1cc2nc3cc(Oc4ccc(OC(F)(F)F)cc4)ccc3c(O)c2cc1Cl. The result is 0 (unstable in human liver microsomes). (6) The molecule is [2H]C(Oc1cc(OC)cc2oc(-c3cn4nc(OC)sc4n3)cc12)c1nc(N2CCOCC2)sc1C. The result is 1 (stable in human liver microsomes). (7) The molecule is CCc1nc2ccc(Cl)cn2c1C(=O)NCc1ccc2c(c1)OCO2. The result is 1 (stable in human liver microsomes).